From a dataset of Catalyst prediction with 721,799 reactions and 888 catalyst types from USPTO. Predict which catalyst facilitates the given reaction. (1) Reactant: [CH2:1]([O:3][C:4]1[CH:12]=[C:11]2[C:7]([CH:8]=[CH:9][NH:10]2)=[CH:6][C:5]=1[O:13][C:14]1[CH:19]=[CH:18][N:17]=[C:16]([NH2:20])[CH:15]=1)[CH3:2].[H-].[Na+].[CH3:23][NH:24][C:25](=O)[O:26]C1C=CC=CC=1.[Cl-].[NH4+]. Product: [NH2:20][C:16]1[CH:15]=[C:14]([O:13][C:5]2[CH:6]=[C:7]3[C:11](=[CH:12][C:4]=2[O:3][CH2:1][CH3:2])[N:10]([C:25]([NH:24][CH3:23])=[O:26])[CH:9]=[CH:8]3)[CH:19]=[CH:18][N:17]=1. The catalyst class is: 288. (2) Reactant: [CH3:1][C:2]1([NH:15]C(OCC2C=CC=CC=2)=O)[CH2:7][CH2:6][N:5]([C:8]([O:10][C:11]([CH3:14])([CH3:13])[CH3:12])=[O:9])[CH2:4][CH2:3]1. Product: [NH2:15][C:2]1([CH3:1])[CH2:3][CH2:4][N:5]([C:8]([O:10][C:11]([CH3:14])([CH3:13])[CH3:12])=[O:9])[CH2:6][CH2:7]1. The catalyst class is: 29. (3) Reactant: [F:1][C:2]1[CH:9]=[CH:8][C:7]([CH2:10][C:11]2[NH:12][C:13]([C:26]3[CH:31]=[CH:30][CH:29]=[C:28]([CH3:32])[N:27]=3)=[C:14]([C:16]3[CH:17]=[C:18]4[C:23](=[CH:24][CH:25]=3)[N:22]=[CH:21][CH:20]=[CH:19]4)[N:15]=2)=[CH:6][C:3]=1[C:4]#[N:5].[H-].[H-].[H-].[H-].[Li+].[Al+3]. Product: [F:1][C:2]1[CH:9]=[CH:8][C:7]([CH2:10][C:11]2[NH:12][C:13]([C:26]3[CH:31]=[CH:30][CH:29]=[C:28]([CH3:32])[N:27]=3)=[C:14]([C:16]3[CH:17]=[C:18]4[C:23](=[CH:24][CH:25]=3)[N:22]=[CH:21][CH:20]=[CH:19]4)[N:15]=2)=[CH:6][C:3]=1[CH2:4][NH2:5]. The catalyst class is: 1. (4) Reactant: [Cl:1][C:2]1[CH:7]=[CH:6][C:5]([OH:8])=[CH:4][C:3]=1[C:9]1[C:18]2[C:13](=[C:14]([C:19]([F:22])([F:21])[F:20])[CH:15]=[CH:16][CH:17]=2)[N:12]=[C:11]([CH3:23])[N:10]=1.Br[C:25]1[CH:26]=[C:27]([S:31]([CH2:34][CH2:35][CH2:36][OH:37])(=[O:33])=[O:32])[CH:28]=[CH:29][CH:30]=1.C(=O)([O-])[O-].[Cs+].[Cs+].Cl.CN(C)CC(O)=O. Product: [Cl:1][C:2]1[CH:7]=[CH:6][C:5]([O:8][C:25]2[CH:26]=[C:27]([S:31]([CH2:34][CH2:35][CH2:36][OH:37])(=[O:33])=[O:32])[CH:28]=[CH:29][CH:30]=2)=[CH:4][C:3]=1[C:9]1[C:18]2[C:13](=[C:14]([C:19]([F:20])([F:22])[F:21])[CH:15]=[CH:16][CH:17]=2)[N:12]=[C:11]([CH3:23])[N:10]=1. The catalyst class is: 185. (5) Reactant: Cl[C:2]1[N:3]=[CH:4][C:5]2[N:11]([CH3:12])[C:10](=[O:13])[C:9]([F:15])([F:14])[CH2:8][N:7]([CH:16]3[CH2:20][CH2:19][CH2:18][CH2:17]3)[C:6]=2[N:21]=1.[NH2:22][C:23]1[CH:31]=[CH:30][C:26]([C:27]([OH:29])=[O:28])=[C:25]([F:32])[C:24]=1[F:33].[C:34](=O)([O-])[O-].[Cs+].[Cs+]. Product: [CH3:34][O:28][C:27](=[O:29])[C:26]1[CH:30]=[CH:31][C:23]([NH:22][C:2]2[N:3]=[CH:4][C:5]3[N:11]([CH3:12])[C:10](=[O:13])[C:9]([F:15])([F:14])[CH2:8][N:7]([CH:16]4[CH2:20][CH2:19][CH2:18][CH2:17]4)[C:6]=3[N:21]=2)=[C:24]([F:33])[C:25]=1[F:32]. The catalyst class is: 584. (6) The catalyst class is: 109. Product: [Br:1][C:2]1[CH:7]=[CH:6][C:5]([C:17]2[CH:22]=[CH:21][C:20]([O:23][CH2:24][CH2:25][CH2:26][CH2:27][O:28][CH:29]3[CH2:34][CH2:33][CH2:32][CH2:31][O:30]3)=[CH:19][CH:18]=2)=[CH:4][CH:3]=1. Reactant: [Br:1][C:2]1[CH:7]=[CH:6][C:5](I)=[CH:4][CH:3]=1.CC1(C)C(C)(C)OB([C:17]2[CH:22]=[CH:21][C:20]([O:23][CH2:24][CH2:25][CH2:26][CH2:27][O:28][CH:29]3[CH2:34][CH2:33][CH2:32][CH2:31][O:30]3)=[CH:19][CH:18]=2)O1.CO.C([O-])([O-])=O.[K+].[K+]. (7) Reactant: C(OC([N:8]1[CH2:13][CH2:12][CH:11]([NH:14][C:15]([C:17]2[N:18]([CH2:26][C:27]3[CH:31]=[C:30]([C:32]4[S:33][C:34]([Cl:37])=[CH:35][CH:36]=4)[O:29][N:28]=3)[C:19]3[C:24]([CH:25]=2)=[CH:23][CH:22]=[CH:21][CH:20]=3)=[O:16])[CH2:10][CH2:9]1)=O)(C)(C)C. Product: [NH:8]1[CH2:13][CH2:12][CH:11]([NH:14][C:15]([C:17]2[N:18]([CH2:26][C:27]3[CH:31]=[C:30]([C:32]4[S:33][C:34]([Cl:37])=[CH:35][CH:36]=4)[O:29][N:28]=3)[C:19]3[C:24]([CH:25]=2)=[CH:23][CH:22]=[CH:21][CH:20]=3)=[O:16])[CH2:10][CH2:9]1. The catalyst class is: 33.